From a dataset of hERG Central: cardiac toxicity at 1µM, 10µM, and general inhibition. Predict hERG channel inhibition at various concentrations. (1) The compound is CC(=O)c1cc(F)ccc1OCC(=O)N1CCN(c2ccc(F)cc2)CC1. Results: hERG_inhib (hERG inhibition (general)): blocker. (2) The compound is COCC(=O)NC1CC(C)(C)Cc2c1cnn2-c1ccc(F)cc1. Results: hERG_inhib (hERG inhibition (general)): blocker. (3) The drug is COc1ccc(/C=C(/NC(=O)/C=C/c2ccccc2)C(=O)N2CCOCC2)cc1. Results: hERG_inhib (hERG inhibition (general)): blocker. (4) The compound is CCN(CC)CCn1c2c(c(SCC(=O)Nc3nc4ccccc4s3)nc1=O)CCCC2. Results: hERG_inhib (hERG inhibition (general)): blocker.